This data is from Reaction yield outcomes from USPTO patents with 853,638 reactions. The task is: Predict the reaction yield, written as a fraction of the theoretical maximum amount of product (1.0 means a 100% yield; for example, 0.34 means a 34% yield). (1) The reactants are [C:1](Cl)(=[O:5])[C:2](Cl)=[O:3].[CH2:7]([O:14][C:15]1[C:23]([F:24])=[CH:22][CH:21]=[C:20]2[C:16]=1[CH:17]=[CH:18][NH:19]2)[C:8]1[CH:13]=[CH:12][CH:11]=[CH:10][CH:9]=1.[CH3:25][NH:26][CH3:27]. The catalyst is CCOCC.CCOC(C)=O. The product is [CH2:7]([O:14][C:15]1[C:23]([F:24])=[CH:22][CH:21]=[C:20]2[C:16]=1[C:17]([C:1](=[O:5])[C:2]([N:26]([CH3:27])[CH3:25])=[O:3])=[CH:18][NH:19]2)[C:8]1[CH:9]=[CH:10][CH:11]=[CH:12][CH:13]=1. The yield is 0.870. (2) The catalyst is C(Cl)Cl. The product is [Si:1]([O:8][C:9]([CH3:18])([CH3:17])[CH2:10][N:11]1[CH:15]=[C:14]([Sn:24]([CH3:26])([CH3:25])[CH3:23])[N:13]=[CH:12]1)([C:4]([CH3:7])([CH3:6])[CH3:5])([CH3:3])[CH3:2]. The reactants are [Si:1]([O:8][C:9]([CH3:18])([CH3:17])[CH2:10][N:11]1[CH:15]=[C:14](I)[N:13]=[CH:12]1)([C:4]([CH3:7])([CH3:6])[CH3:5])([CH3:3])[CH3:2].C([Mg]Br)C.[CH3:23][Sn:24](Cl)([CH3:26])[CH3:25]. The yield is 0.740. (3) The reactants are [Cl:1][C:2]1[C:3]([C:18]2[S:22][C:21]([CH2:23][C:24]([O:26]C)=O)=[CH:20][CH:19]=2)=[N:4][C:5]2[C:10]([C:11]=1[C:12]1[CH:17]=[CH:16][CH:15]=[CH:14][CH:13]=1)=[CH:9][CH:8]=[CH:7][CH:6]=2.[NH3:28]. The catalyst is CO.CCOCC. The product is [Cl:1][C:2]1[C:3]([C:18]2[S:22][C:21]([CH2:23][C:24]([NH2:28])=[O:26])=[CH:20][CH:19]=2)=[N:4][C:5]2[C:10]([C:11]=1[C:12]1[CH:17]=[CH:16][CH:15]=[CH:14][CH:13]=1)=[CH:9][CH:8]=[CH:7][CH:6]=2. The yield is 0.530. (4) The reactants are [Na].Cl.[CH2:3]([O:5][C:6](=[O:9])[CH2:7][NH2:8])[CH3:4].CN(C)[CH:12]=[C:13]([C:18]1[CH:23]=[CH:22][CH:21]=[CH:20][CH:19]=1)[CH:14]=[N+](C)C.Cl([O-])(=O)(=O)=O. The catalyst is O.CCO. The yield is 0.318. The product is [CH2:3]([O:5][C:6]([C:7]1[NH:8][CH:12]=[C:13]([C:18]2[CH:23]=[CH:22][CH:21]=[CH:20][CH:19]=2)[CH:14]=1)=[O:9])[CH3:4]. (5) The reactants are [NH2:1][C:2]1[CH:3]=[C:4]([OH:9])[CH:5]=[CH:6][C:7]=1[F:8].C(N(CC)CC)C.[CH3:17][N:18]1[C:22]([C:23](Cl)=[O:24])=[CH:21][C:20]([CH3:26])=[N:19]1. The catalyst is O1CCCC1.O. The product is [F:8][C:7]1[CH:6]=[CH:5][C:4]([OH:9])=[CH:3][C:2]=1[NH:1][C:23]([C:22]1[N:18]([CH3:17])[N:19]=[C:20]([CH3:26])[CH:21]=1)=[O:24]. The yield is 0.990. (6) The reactants are [I-].[NH2:2][N+:3]1[CH:8]=[CH:7][CH:6]=[CH:5][CH:4]=1.[C:9]([O:15][CH2:16][CH3:17])(=[O:14])[C:10]#[C:11][CH2:12][CH3:13].C(=O)([O-])[O-].[K+].[K+].O. The catalyst is CN(C)C=O. The product is [CH2:12]([C:11]1[C:10]([C:9]([O:15][CH2:16][CH3:17])=[O:14])=[C:4]2[CH:5]=[CH:6][CH:7]=[CH:8][N:3]2[N:2]=1)[CH3:13]. The yield is 0.570. (7) The reactants are [CH3:1][C@:2]12[C:10]([C:11]3([CH2:14][C:15]#[C:16][C:17]([OH:20])([CH3:19])[CH3:18])[CH2:13][CH2:12]3)=[CH:9][CH2:8][C@H:7]1[C@@H:6]([OH:21])[CH2:5][CH2:4][CH2:3]2.C(OCC)(=O)C.CCCCCC.N1C2C(=CC=CC=2)C=CC=1. The catalyst is [Pd].CC([O-])=O.CC([O-])=O.[Pb+2].C(O)C. The product is [CH3:1][C@:2]12[C:10]([C:11]3([CH2:14]/[CH:15]=[CH:16]\[C:17]([OH:20])([CH3:18])[CH3:19])[CH2:12][CH2:13]3)=[CH:9][CH2:8][C@H:7]1[C@@H:6]([OH:21])[CH2:5][CH2:4][CH2:3]2. The yield is 0.880. (8) The reactants are [Cl:1][C:2]1[CH:3]=[CH:4][C:5]2[CH2:11][N:10]([C@@H:12]3[CH2:16][CH2:15][NH:14][CH2:13]3)[CH2:9][C:8](=[O:17])[N:7]([CH2:18][CH3:19])[C:6]=2[CH:20]=1.C([O-])([O-])=O.[K+].[K+].Br[CH2:28][CH2:29][CH:30]=[C:31]1[C:37]2[CH:38]=[CH:39][CH:40]=[N:41][C:36]=2[CH2:35][O:34][C:33]2[CH:42]=[CH:43][C:44]([C:46]([OH:49])([CH3:48])[CH3:47])=[CH:45][C:32]1=2. The catalyst is C(#N)C.O. The product is [Cl:1][C:2]1[CH:3]=[CH:4][C:5]2[CH2:11][N:10]([C@@H:12]3[CH2:16][CH2:15][N:14]([CH2:28][CH2:29][CH:30]=[C:31]4[C:37]5[CH:38]=[CH:39][CH:40]=[N:41][C:36]=5[CH2:35][O:34][C:33]5[CH:42]=[CH:43][C:44]([C:46]([OH:49])([CH3:48])[CH3:47])=[CH:45][C:32]4=5)[CH2:13]3)[CH2:9][C:8](=[O:17])[N:7]([CH2:18][CH3:19])[C:6]=2[CH:20]=1. The yield is 0.210. (9) The reactants are C(OC(=O)[C:7]1[CH:12]=[CH:11][CH:10]=[C:9]([C:13]2[C:18]([CH3:19])=[CH:17][CH:16]=[CH:15][N:14]=2)[CH:8]=1)CCC.NC(N)=O.[OH:25]O.[C:27]1(=O)OC(=O)[C:29]2=CC=C[CH:36]=[C:28]12.[O-]S([O-])=O.[Na+].[Na+].[C:44]([O-:47])([O-])=[O:45].[Na+].[Na+]. The catalyst is CCOC(C)=O.O. The product is [C:28]([O:47][C:44]([C:11]1[CH:10]=[C:9]([C:13]2[C:18]([CH3:19])=[CH:17][CH:16]=[CH:15][N+:14]=2[O-:25])[CH:8]=[CH:7][CH:12]=1)=[O:45])([CH3:29])([CH3:36])[CH3:27]. The yield is 0.950.